Predict the reactants needed to synthesize the given product. From a dataset of Full USPTO retrosynthesis dataset with 1.9M reactions from patents (1976-2016). (1) Given the product [NH2:35][C:33](=[O:34])[C:32]([C:8]1[C:7]2[C:11](=[C:12]3[CH2:17][CH2:16][CH2:15][C:13]3=[CH:14][C:6]=2[O:5][CH2:4][C:3]([OH:37])=[O:2])[N:10]([CH2:18][C:19]2[CH:24]=[CH:23][CH:22]=[CH:21][C:20]=2[C:25]2[CH:30]=[CH:29][CH:28]=[CH:27][CH:26]=2)[C:9]=1[CH3:31])=[O:36], predict the reactants needed to synthesize it. The reactants are: C[O:2][C:3](=[O:37])[CH2:4][O:5][C:6]1[CH:14]=[C:13]2[CH2:15][CH2:16][CH2:17][C:12]2=[C:11]2[C:7]=1[C:8]([C:32](=[O:36])[C:33]([NH2:35])=[O:34])=[C:9]([CH3:31])[N:10]2[CH2:18][C:19]1[CH:24]=[CH:23][CH:22]=[CH:21][C:20]=1[C:25]1[CH:30]=[CH:29][CH:28]=[CH:27][CH:26]=1.[OH-].[Li+]. (2) Given the product [CH2:18]([N:25]1[CH2:30][CH2:29][CH:28]([NH:31][C:2]2[NH:3][C:4]3[CH:9]=[CH:8][CH:7]=[CH:6][C:5]=3[N:1]=2)[CH2:27][CH2:26]1)[C:19]1[CH:20]=[CH:21][CH:22]=[CH:23][CH:24]=1, predict the reactants needed to synthesize it. The reactants are: [NH:1]1[C:5]2[CH:6]=[CH:7][CH:8]=[CH:9][C:4]=2[NH:3][C:2]1=O.O=P(Cl)(Cl)Cl.[OH-].[Na+].[CH2:18]([N:25]1[CH2:30][CH2:29][CH:28]([NH2:31])[CH2:27][CH2:26]1)[C:19]1[CH:24]=[CH:23][CH:22]=[CH:21][CH:20]=1. (3) The reactants are: Cl[C:2]1[CH:7]=[C:6]([CH:8]2[CH2:10][CH2:9]2)[N:5]=[C:4]([C:11]2[CH:16]=[CH:15][CH:14]=[C:13]([Cl:17])[CH:12]=2)[CH:3]=1.[CH2:18]([O:20][C:21](=[O:30])[CH2:22][C:23]1[CH:28]=[CH:27][C:26]([NH2:29])=[CH:25][CH:24]=1)[CH3:19].C1C=CC(P(C2C(C3C(P(C4C=CC=CC=4)C4C=CC=CC=4)=CC=C4C=3C=CC=C4)=C3C(C=CC=C3)=CC=2)C2C=CC=CC=2)=CC=1.C(=O)([O-])[O-].[Cs+].[Cs+]. Given the product [Cl:17][C:13]1[CH:12]=[C:11]([C:4]2[CH:3]=[C:2]([NH:29][C:26]3[CH:25]=[CH:24][C:23]([CH2:22][C:21]([O:20][CH2:18][CH3:19])=[O:30])=[CH:28][CH:27]=3)[CH:7]=[C:6]([CH:8]3[CH2:10][CH2:9]3)[N:5]=2)[CH:16]=[CH:15][CH:14]=1, predict the reactants needed to synthesize it.